From a dataset of Reaction yield outcomes from USPTO patents with 853,638 reactions. Predict the reaction yield, written as a fraction of the theoretical maximum amount of product (1.0 means a 100% yield; for example, 0.34 means a 34% yield). (1) The reactants are [Br:1][C:2]1[CH:6]=[N:5][N:4]([CH3:7])[C:3]=1[C:8]1[CH:9]=[C:10]([NH2:21])[CH:11]=[CH:12][C:13]=1[O:14][C@@H:15]1[CH2:19][CH2:18][N:17]([CH3:20])[CH2:16]1.[F:22][C:23]1[CH:24]=[C:25]([CH:29]=[CH:30][C:31]=1[F:32])[C:26](Cl)=[O:27].C(N(CC)CC)C. The catalyst is C1COCC1. The product is [Br:1][C:2]1[CH:6]=[N:5][N:4]([CH3:7])[C:3]=1[C:8]1[CH:9]=[C:10]([NH:21][C:26](=[O:27])[C:25]2[CH:29]=[CH:30][C:31]([F:32])=[C:23]([F:22])[CH:24]=2)[CH:11]=[CH:12][C:13]=1[O:14][C@@H:15]1[CH2:19][CH2:18][N:17]([CH3:20])[CH2:16]1. The yield is 0.190. (2) The reactants are [N:1]([CH2:4][CH2:5][C:6]([CH3:21])([S:8]([C:11]1[CH:16]=[CH:15][CH:14]=[C:13]([C:17]([F:20])([F:19])[F:18])[CH:12]=1)(=[O:10])=[O:9])[CH3:7])=[N+]=[N-]. The catalyst is CCO.[OH-].[OH-].[Pd+2]. The product is [CH3:21][C:6]([S:8]([C:11]1[CH:16]=[CH:15][CH:14]=[C:13]([C:17]([F:19])([F:20])[F:18])[CH:12]=1)(=[O:10])=[O:9])([CH3:7])[CH2:5][CH2:4][NH2:1]. The yield is 0.620.